From a dataset of Full USPTO retrosynthesis dataset with 1.9M reactions from patents (1976-2016). Predict the reactants needed to synthesize the given product. (1) Given the product [CH:21]([N:28]1[CH2:9][CH:8]([C:4](=[CH2:5])[C:3]([CH2:13][CH3:14])=[C:2]([Br:1])[CH3:7])[CH2:11]1)([C:22]1[CH:23]=[CH:24][CH:25]=[CH:26][CH:27]=1)[C:15]1[CH:20]=[CH:19][CH:18]=[CH:17][CH:16]=1, predict the reactants needed to synthesize it. The reactants are: [Br:1][C:2]1[C:3]([CH2:13][CH3:14])=[C:4]([CH:8]([CH2:11]O)[CH2:9]O)[CH:5]=C[CH:7]=1.[C:15]1([CH:21]([NH2:28])[C:22]2[CH:27]=[CH:26][CH:25]=[CH:24][CH:23]=2)[CH:20]=[CH:19][CH:18]=[CH:17][CH:16]=1.FC(F)(F)S(OS(C(F)(F)F)(=O)=O)(=O)=O.CCN(C(C)C)C(C)C. (2) Given the product [CH3:34][C@H:29]([O:28][C:26]1[CH:25]=[CH:24][CH:23]=[C:22]2[C:27]=1[C:18]([NH:17][C:13]1[CH:12]=[C:11]3[C:16](=[CH:15][CH:14]=1)[N:8]([CH2:7][C:2]1[CH:3]=[CH:4][CH:5]=[CH:6][N:1]=1)[N:9]=[CH:10]3)=[N:19][CH:20]=[N:21]2)[C:30](=[O:32])[N:35]1[CH2:39][CH2:38][CH2:37][CH2:36]1, predict the reactants needed to synthesize it. The reactants are: [N:1]1[CH:6]=[CH:5][CH:4]=[CH:3][C:2]=1[CH2:7][N:8]1[C:16]2[C:11](=[CH:12][C:13]([NH:17][C:18]3[C:27]4[C:22](=[CH:23][CH:24]=[CH:25][C:26]=4[O:28][C@@H:29]([CH3:34])[C:30]([O:32]C)=O)[N:21]=[CH:20][N:19]=3)=[CH:14][CH:15]=2)[CH:10]=[N:9]1.[NH:35]1[CH2:39][CH2:38][CH2:37][CH2:36]1.